From a dataset of Catalyst prediction with 721,799 reactions and 888 catalyst types from USPTO. Predict which catalyst facilitates the given reaction. (1) Reactant: [Cl:1][C:2]1[N:7]=[C:6](Cl)[CH:5]=[CH:4][N:3]=1.[NH2:9][C:10]1[CH:11]=[C:12]([CH:17]=[CH:18][CH:19]=1)[C:13]([NH:15][CH3:16])=[O:14].C(N(C(C)C)C(C)C)C. Product: [Cl:1][C:2]1[N:7]=[C:6]([NH:9][C:10]2[CH:11]=[C:12]([CH:17]=[CH:18][CH:19]=2)[C:13]([NH:15][CH3:16])=[O:14])[CH:5]=[CH:4][N:3]=1. The catalyst class is: 41. (2) Reactant: [CH2:1]([N:8]1[C:12]2[CH2:13][O:14][CH2:15][CH2:16][C:11]=2[C:10]([C:17]#[N:18])=[C:9]1[NH:19][C:20]([CH:22]1[CH2:24][CH2:23]1)=[O:21])[C:2]1[CH:7]=[CH:6][CH:5]=[CH:4][CH:3]=1.[OH-:25].[Na+]. Product: [CH2:1]([N:8]1[C:12]2[CH2:13][O:14][CH2:15][CH2:16][C:11]=2[C:10]([C:17]([NH2:18])=[O:25])=[C:9]1[NH:19][C:20]([CH:22]1[CH2:23][CH2:24]1)=[O:21])[C:2]1[CH:3]=[CH:4][CH:5]=[CH:6][CH:7]=1. The catalyst class is: 6. (3) Reactant: [Cl:1][C:2]1[C:6]([NH:7][C:8](=[O:10])[CH3:9])=[CH:5][N:4]([C:11]2[CH:12]=[N:13][CH:14]=[CH:15][CH:16]=2)[N:3]=1.O1CC[CH2:19][CH2:18]1.CC(C)([O-])C.[Na+].C(Br)C. Product: [Cl:1][C:2]1[C:6]([N:7]([CH2:18][CH3:19])[C:8](=[O:10])[CH3:9])=[CH:5][N:4]([C:11]2[CH:12]=[N:13][CH:14]=[CH:15][CH:16]=2)[N:3]=1. The catalyst class is: 69. (4) Reactant: [CH:1]1([S:4]([C:7]2[CH:12]=[CH:11][C:10](/[C:13](=[CH:32]\[CH:33]3[CH2:38][CH2:37][O:36][CH2:35][CH2:34]3)/[C:14](=O)[CH2:15][CH2:16][C:17]([C:19]3[CH:24]=[CH:23][C:22]([CH:25]([OH:30])[C:26]([OH:29])([CH3:28])[CH3:27])=[CH:21][N:20]=3)=O)=[CH:9][CH:8]=2)(=[O:6])=[O:5])[CH2:3][CH2:2]1.C([O-])(=O)C.[NH4+:43].C(O)(=O)C.[OH-].[Na+]. Product: [CH:1]1([S:4]([C:7]2[CH:12]=[CH:11][C:10](/[C:13](/[C:14]3[NH:43][C:17]([C:19]4[N:20]=[CH:21][C:22]([CH:25]([OH:30])[C:26]([CH3:27])([OH:29])[CH3:28])=[CH:23][CH:24]=4)=[CH:16][CH:15]=3)=[CH:32]\[CH:33]3[CH2:38][CH2:37][O:36][CH2:35][CH2:34]3)=[CH:9][CH:8]=2)(=[O:6])=[O:5])[CH2:2][CH2:3]1. The catalyst class is: 6. (5) Reactant: [CH3:1][O:2][C:3]1[C:4]2[N:5]([N:9]=[C:10]([C:12]3([CH2:15][NH2:16])[CH2:14][CH2:13]3)[N:11]=2)[CH:6]=[CH:7][CH:8]=1.CCN(CC)CC.Cl[C:25]([O:27][CH:28]1[CH2:32][CH2:31][CH2:30][CH2:29]1)=[O:26].C([O-])(O)=O.[Na+]. Product: [CH:28]1([O:27][C:25](=[O:26])[NH:16][CH2:15][C:12]2([C:10]3[N:11]=[C:4]4[C:3]([O:2][CH3:1])=[CH:8][CH:7]=[CH:6][N:5]4[N:9]=3)[CH2:14][CH2:13]2)[CH2:32][CH2:31][CH2:30][CH2:29]1. The catalyst class is: 20.